Dataset: TCR-epitope binding with 47,182 pairs between 192 epitopes and 23,139 TCRs. Task: Binary Classification. Given a T-cell receptor sequence (or CDR3 region) and an epitope sequence, predict whether binding occurs between them. (1) The epitope is VLWAHGFEL. Result: 1 (the TCR binds to the epitope). The TCR CDR3 sequence is CASSLGWGYNEQFF. (2) The epitope is RIFTIGTVTLK. The TCR CDR3 sequence is CASSWGGEAFF. Result: 0 (the TCR does not bind to the epitope). (3) The TCR CDR3 sequence is CASSDRANTEAFF. The epitope is GILGFVFTL. Result: 1 (the TCR binds to the epitope). (4) The epitope is LPRRSGAAGA. The TCR CDR3 sequence is CASSRTTGLDGYTF. Result: 1 (the TCR binds to the epitope). (5) The epitope is YLNTLTLAV. The TCR CDR3 sequence is CASSVWQDYNEQFF. Result: 1 (the TCR binds to the epitope). (6) The epitope is KLGGALQAK. The TCR CDR3 sequence is CASSVEGLTGDYGYTF. Result: 1 (the TCR binds to the epitope).